This data is from Forward reaction prediction with 1.9M reactions from USPTO patents (1976-2016). The task is: Predict the product of the given reaction. (1) The product is: [NH2:8][C:5]1[CH:6]=[CH:7][C:2]([Cl:1])=[CH:3][C:4]=1[C:15]1[N:16]=[CH:17][N:18]([C@@H:22]2[C:38]3[CH:39]=[C:34]([CH:35]=[CH:36][N:37]=3)[C:33]3[N:32]([CH:40]([F:42])[F:41])[N:31]=[CH:30][C:29]=3[NH:28][C:27](=[O:43])[C@H:26]([CH3:44])[CH2:25][CH2:24][CH2:23]2)[C:19](=[O:21])[CH:20]=1. Given the reactants [Cl:1][C:2]1[CH:7]=[CH:6][C:5]([NH:8]C(=O)C(F)(F)F)=[C:4]([C:15]2[N:16]=[CH:17][N:18]([C@@H:22]3[C:38]4[CH:39]=[C:34]([CH:35]=[CH:36][N:37]=4)[C:33]4[N:32]([CH:40]([F:42])[F:41])[N:31]=[CH:30][C:29]=4[NH:28][C:27](=[O:43])[C@H:26]([CH3:44])[CH2:25][CH2:24][CH2:23]3)[C:19](=[O:21])[CH:20]=2)[CH:3]=1.CO, predict the reaction product. (2) Given the reactants C[O:2][C:3](=[O:17])[C:4]1[CH:9]=[CH:8][C:7]([CH3:10])=[C:6]([O:11][CH2:12][CH2:13][CH2:14][O:15][CH3:16])[CH:5]=1.[OH-].[Na+], predict the reaction product. The product is: [CH3:16][O:15][CH2:14][CH2:13][CH2:12][O:11][C:6]1[CH:5]=[C:4]([CH:9]=[CH:8][C:7]=1[CH3:10])[C:3]([OH:17])=[O:2]. (3) Given the reactants Br[C:2]1[CH:8]=[C:7]([F:9])[C:5]([NH2:6])=[C:4]([Cl:10])[CH:3]=1.[O:11]1[C:15]2[CH:16]=[CH:17][C:18](B(O)O)=[CH:19][C:14]=2[CH2:13][CH2:12]1, predict the reaction product. The product is: [Cl:10][C:4]1[CH:3]=[C:2]([C:18]2[CH:17]=[CH:16][C:15]3[O:11][CH2:12][CH2:13][C:14]=3[CH:19]=2)[CH:8]=[C:7]([F:9])[C:5]=1[NH2:6]. (4) Given the reactants C([C:5]([N:13]1[CH:18]=[C:17]([O:19][CH3:20])[C:16]([C:21]2[CH:26]=[C:25]([Cl:27])[CH:24]=[CH:23][C:22]=2[C:28]#[N:29])=[CH:15][C:14]1=[O:30])([CH2:9][CH:10]([CH3:12])[CH3:11])[C:6]([OH:8])=[O:7])(C)(C)C.C(O)(C(F)(F)F)=O, predict the reaction product. The product is: [Cl:27][C:25]1[CH:24]=[CH:23][C:22]([C:28]#[N:29])=[C:21]([C:16]2[C:17]([O:19][CH3:20])=[CH:18][N:13]([CH:5]([CH2:9][CH:10]([CH3:12])[CH3:11])[C:6]([OH:8])=[O:7])[C:14](=[O:30])[CH:15]=2)[CH:26]=1. (5) The product is: [Br:9][C:10]1[CH:11]=[C:12]([CH:13]=[CH:14][C:15]=1[F:16])[O:17][CH2:2][C:3]([NH:5][CH:6]1[CH2:8][CH2:7]1)=[O:4]. Given the reactants Cl[CH2:2][C:3]([NH:5][CH:6]1[CH2:8][CH2:7]1)=[O:4].[Br:9][C:10]1[CH:11]=[C:12]([OH:17])[CH:13]=[CH:14][C:15]=1[F:16].C([O-])([O-])=O.[K+].[K+], predict the reaction product. (6) Given the reactants [N:1]1[CH:6]=[CH:5][CH:4]=[CH:3][C:2]=1[C:7](=[O:9])[CH3:8].Br[Mg][C:12]#[CH:13], predict the reaction product. The product is: [N:1]1[CH:6]=[CH:5][CH:4]=[CH:3][C:2]=1[C:7]([OH:9])([C:12]#[CH:13])[CH3:8].